This data is from Reaction yield outcomes from USPTO patents with 853,638 reactions. The task is: Predict the reaction yield, written as a fraction of the theoretical maximum amount of product (1.0 means a 100% yield; for example, 0.34 means a 34% yield). The reactants are [Br:1][C:2]1[CH:3]=[C:4]2[C:12](=[C:13]([F:15])[CH:14]=1)[NH:11][C:10]1[CH2:9][CH2:8][CH:7]([NH:16][C:17](=[O:21])[CH:18]([CH3:20])[CH3:19])[CH2:6][C:5]2=1.[F:22][C:23]1[CH:24]=[C:25]([CH:28]=[CH:29][CH:30]=1)[CH2:26]Br. No catalyst specified. The product is [Br:1][C:2]1[CH:3]=[C:4]2[C:12](=[C:13]([F:15])[CH:14]=1)[N:11]([CH2:26][C:25]1[CH:28]=[CH:29][CH:30]=[C:23]([F:22])[CH:24]=1)[C:10]1[CH2:9][CH2:8][CH:7]([NH:16][C:17](=[O:21])[CH:18]([CH3:19])[CH3:20])[CH2:6][C:5]2=1. The yield is 0.360.